Task: Predict the product of the given reaction.. Dataset: Forward reaction prediction with 1.9M reactions from USPTO patents (1976-2016) (1) Given the reactants [CH3:1][O:2][C:3]1[CH:4]=[C:5]2[C:10](=[CH:11][C:12]=1[O:13][CH3:14])[C:9]([CH2:15][CH2:16][CH3:17])=[N:8][C:7]([OH:18])=[CH:6]2.Cl.Cl[CH2:21][C:22]1[C:23]([NH:36][CH2:37][CH3:38])=[N:24][C:25]2[C:30]([CH:31]=1)=[CH:29][C:28]([O:32][CH2:33][CH3:34])=[C:27]([F:35])[CH:26]=2.[Li+].[OH-], predict the reaction product. The product is: [CH2:33]([O:32][C:28]1[CH:29]=[C:30]2[C:25](=[CH:26][C:27]=1[F:35])[N:24]=[C:23]([NH:36][CH2:37][CH3:38])[C:22]([CH2:21][C:6]1[C:5]3[C:10](=[CH:11][C:12]([O:13][CH3:14])=[C:3]([O:2][CH3:1])[CH:4]=3)[C:9]([CH2:15][CH2:16][CH3:17])=[N:8][C:7]=1[OH:18])=[CH:31]2)[CH3:34]. (2) Given the reactants [C:1]([O:5][C:6]([N:8]1[CH2:13][CH2:12][CH:11]([C:14]2[C:22]3[C:17](=[CH:18][C:19]([F:23])=[CH:20][CH:21]=3)[NH:16][C:15]=2[CH2:24][CH3:25])[CH2:10][CH2:9]1)=[O:7])([CH3:4])([CH3:3])[CH3:2].P([O-])([O-])([O-])=O.[K+].[K+].[K+].I[C:35]1[CH:40]=[CH:39][CH:38]=[CH:37][CH:36]=1.CNC1CCCCC1NC, predict the reaction product. The product is: [C:1]([O:5][C:6]([N:8]1[CH2:9][CH2:10][CH:11]([C:14]2[C:22]3[C:17](=[CH:18][C:19]([F:23])=[CH:20][CH:21]=3)[N:16]([C:35]3[CH:40]=[CH:39][CH:38]=[CH:37][CH:36]=3)[C:15]=2[CH2:24][CH3:25])[CH2:12][CH2:13]1)=[O:7])([CH3:4])([CH3:3])[CH3:2]. (3) The product is: [Cl:1][C:2]1[CH:7]=[CH:6][C:5]([N:8]2[C:12]([C:13]3[CH:14]=[CH:15][C:16]4=[N:19][O:21][C:29]([C:25]5[CH:26]=[CH:27][CH:28]=[C:23]([F:22])[CH:24]=5)=[C:17]4[CH:18]=3)=[CH:11][CH:10]=[N:9]2)=[CH:4][CH:3]=1. Given the reactants [Cl:1][C:2]1[CH:7]=[CH:6][C:5]([N:8]2[C:12]([C:13]3[CH:18]=[CH:17][C:16]([N+:19]([O-:21])=O)=[CH:15][CH:14]=3)=[CH:11][CH:10]=[N:9]2)=[CH:4][CH:3]=1.[F:22][C:23]1[CH:24]=[C:25]([CH2:29]C#N)[CH:26]=[CH:27][CH:28]=1, predict the reaction product. (4) Given the reactants C(OC([N:11]1[CH:16]([CH3:17])[CH2:15][N:14]([CH2:18][C:19]2[CH:28]=[C:27]3[C:22]([C:23]([Cl:29])=[CH:24][CH:25]=[N:26]3)=[CH:21][CH:20]=2)[C:13](=[O:30])[C@@H:12]1[CH3:31])=O)C1C=CC=CC=1.I[Si](C)(C)C, predict the reaction product. The product is: [Cl:29][C:23]1[C:22]2[C:27](=[CH:28][C:19]([CH2:18][N:14]3[CH2:15][CH:16]([CH3:17])[NH:11][C@@H:12]([CH3:31])[C:13]3=[O:30])=[CH:20][CH:21]=2)[N:26]=[CH:25][CH:24]=1. (5) The product is: [CH3:1][O:2][C:3]1[CH:8]=[CH:7][C:6]([C:9]([F:12])([F:11])[F:10])=[CH:5][C:4]=1[C:21]1[CH:20]=[CH:19][N:18]=[C:17]([NH2:16])[CH:22]=1. Given the reactants [CH3:1][O:2][C:3]1[CH:8]=[CH:7][C:6]([C:9]([F:12])([F:11])[F:10])=[CH:5][C:4]=1B(O)O.[NH2:16][C:17]1[CH:22]=[C:21](Br)[CH:20]=[CH:19][N:18]=1.C(=O)([O-])[O-].[Na+].[Na+], predict the reaction product. (6) Given the reactants [N:1]1([C:7](=[S:9])[NH2:8])[CH2:6][CH2:5][CH2:4][CH2:3][CH2:2]1.[Cl:10][CH2:11][C:12](=O)[CH2:13]Cl.C(=O)(O)[O-].[Na+], predict the reaction product. The product is: [Cl:10][CH2:11][C:12]1[N:8]=[C:7]([N:1]2[CH2:6][CH2:5][CH2:4][CH2:3][CH2:2]2)[S:9][CH:13]=1.